From a dataset of Forward reaction prediction with 1.9M reactions from USPTO patents (1976-2016). Predict the product of the given reaction. Given the reactants OC1C(O)=CC=CC=1C([O:6][CH:7]([C:26]1[CH:31]=[CH:30][C:29]([F:32])=[CH:28][C:27]=1[F:33])[C:8]([C:10]1[CH:15]=[CH:14][C:13](=[O:16])[N:12]([C:17]2[C:22]([CH3:23])=[CH:21][C:20]([Cl:24])=[CH:19][C:18]=2[CH3:25])[CH:11]=1)=O)=O.C[N:40](C)[CH:41]=[O:42].[C:44]([O-:47])(=O)[CH3:45].[NH4+].[OH-:49].[Na+], predict the reaction product. The product is: [Cl:24][C:20]1[CH:21]=[C:22]([CH3:23])[C:17]([N:12]2[C:13](=[O:16])[CH:14]=[CH:15][C:10]([CH:8]([NH:40][C:41](=[O:42])[C:7]3[CH:8]=[CH:10][CH:45]=[C:44]([OH:47])[C:26]=3[OH:49])[C:7]([C:26]3[CH:31]=[CH:30][C:29]([F:32])=[CH:28][C:27]=3[F:33])=[O:6])=[CH:11]2)=[C:18]([CH3:25])[CH:19]=1.